Dataset: Forward reaction prediction with 1.9M reactions from USPTO patents (1976-2016). Task: Predict the product of the given reaction. Given the reactants [S:1]1[C:5]2[CH:6]=[CH:7][CH:8]=[CH:9][C:4]=2[N:3]=[C:2]1[C:10]1[N:11]=[CH:12][N:13]2[C:18](=[O:19])[N:17]([CH2:20][S:21][CH3:22])[N:16]=[N:15][C:14]=12.[OH:23]OS([O-])=O.[K+], predict the reaction product. The product is: [S:1]1[C:5]2[CH:6]=[CH:7][CH:8]=[CH:9][C:4]=2[N:3]=[C:2]1[C:10]1[N:11]=[CH:12][N:13]2[C:18](=[O:19])[N:17]([CH2:20][S:21]([CH3:22])=[O:23])[N:16]=[N:15][C:14]=12.